This data is from Forward reaction prediction with 1.9M reactions from USPTO patents (1976-2016). The task is: Predict the product of the given reaction. (1) Given the reactants [Cl:1][C:2]1[CH:7]=[CH:6][C:5]([C:8]2[O:9][C:10]3[C:15]([C:16](=[O:20])[C:17]=2[O:18][CH3:19])=[C:14]([OH:21])[CH:13]=[C:12]([O:22][CH2:23][O:24][CH3:25])[CH:11]=3)=[CH:4][CH:3]=1.[OH-].C([N+](CCCC)(CCCC)CCCC)CCC.[CH2:44](Br)[CH:45]=[C:46]([CH3:48])[CH3:47], predict the reaction product. The product is: [CH3:47][C:46]([CH3:48])=[CH:45][CH2:44][O:21][C:14]1[CH:13]=[C:12]([O:22][CH2:23][O:24][CH3:25])[CH:11]=[C:10]2[C:15]=1[C:16](=[O:20])[C:17]([O:18][CH3:19])=[C:8]([C:5]1[CH:4]=[CH:3][C:2]([Cl:1])=[CH:7][CH:6]=1)[O:9]2. (2) Given the reactants [Cl:1][C:2]1[CH:3]=[C:4]([N:8]2[C:12]([CH2:13][CH2:14][CH:15]=O)=[CH:11][C:10]([CH2:17][CH2:18][CH2:19][CH3:20])=[N:9]2)[CH:5]=[CH:6][CH:7]=1.[F:21][C:22]1[CH:27]=[CH:26][CH:25]=[CH:24][C:23]=1[N:28]1[CH2:33][CH2:32][NH:31][CH2:30][CH2:29]1.[BH-](OC(C)=O)(OC(C)=O)OC(C)=O.[Na+], predict the reaction product. The product is: [F:21][C:22]1[CH:27]=[CH:26][CH:25]=[CH:24][C:23]=1[N:28]1[CH2:33][CH2:32][N:31]([CH2:15][CH2:14][CH2:13][C:12]2[N:8]([C:4]3[CH:5]=[CH:6][CH:7]=[C:2]([Cl:1])[CH:3]=3)[N:9]=[C:10]([CH2:17][CH2:18][CH2:19][CH3:20])[CH:11]=2)[CH2:30][CH2:29]1. (3) Given the reactants [F:1][C:2]1[C:3]([CH3:26])=[C:4]([C@:8]2([C:14]([O:16][CH2:17][C:18]3[CH:23]=[CH:22][C:21]([O:24][CH3:25])=[CH:20][CH:19]=3)=[O:15])[CH2:12][CH2:11][C:10](=[O:13])[CH2:9]2)[CH:5]=[CH:6][CH:7]=1.C[Si]([N-][Si](C)(C)C)(C)C.[K+].[F:37][C:38]([F:58])([F:57])[S:39](N(C1C=CC(Cl)=CN=1)[S:39]([C:38]([F:58])([F:57])[F:37])(=[O:41])=[O:40])(=[O:41])=[O:40], predict the reaction product. The product is: [F:1][C:2]1[C:3]([CH3:26])=[C:4]([C@:8]2([C:14]([O:16][CH2:17][C:18]3[CH:19]=[CH:20][C:21]([O:24][CH3:25])=[CH:22][CH:23]=3)=[O:15])[CH2:12][CH2:11][C:10]([O:13][S:39]([C:38]([F:58])([F:57])[F:37])(=[O:41])=[O:40])=[CH:9]2)[CH:5]=[CH:6][CH:7]=1. (4) Given the reactants Cl.[Cl:2][C:3]1[CH:8]=[CH:7][C:6]([C@H:9]2[N:16]3[C:12]([S:13][C:14]([C:20]([N:22]([CH:25]4[CH2:28][N:27]([CH2:29][C@H:30]5[CH2:34][O:33]C(C)(C)[O:31]5)[CH2:26]4)[CH2:23][CH3:24])=[O:21])=[C:15]3[CH:17]([CH3:19])[CH3:18])=[N:11][C@:10]2([C:38]2[CH:43]=[CH:42][C:41]([Cl:44])=[CH:40][CH:39]=2)[CH3:37])=[CH:5][CH:4]=1.[OH-].[Na+], predict the reaction product. The product is: [Cl:2][C:3]1[CH:4]=[CH:5][C:6]([C@H:9]2[N:16]3[C:12]([S:13][C:14]([C:20]([N:22]([CH:25]4[CH2:28][N:27]([CH2:29][C@H:30]([OH:31])[CH2:34][OH:33])[CH2:26]4)[CH2:23][CH3:24])=[O:21])=[C:15]3[CH:17]([CH3:18])[CH3:19])=[N:11][C@:10]2([C:38]2[CH:39]=[CH:40][C:41]([Cl:44])=[CH:42][CH:43]=2)[CH3:37])=[CH:7][CH:8]=1. (5) Given the reactants [CH3:1][C:2]([CH3:9])([CH3:8])[C:3](=[O:7])[CH2:4][C:5]#[N:6].[CH3:10]C(C)=O.[CH2:14]1[O:22][C:21]2[CH:20]=[CH:19][C:18]([N:23]=[C:24]=[S:25])=[CH:17][C:16]=2[O:15]1.CI, predict the reaction product. The product is: [O:22]1[C:21]2[CH:20]=[CH:19][C:18]([NH:23][C:24]([S:25][CH3:10])=[C:4]([C:3](=[O:7])[C:2]([CH3:9])([CH3:8])[CH3:1])[C:5]#[N:6])=[CH:17][C:16]=2[O:15][CH2:14]1. (6) Given the reactants [CH2:1]([C@H:3]1[N:8]([CH2:9][C:10]([F:13])([F:12])[F:11])[C:7]2[CH:14]=[CH:15][C:16]([N+:18]([O-])=O)=[CH:17][C:6]=2[O:5][CH2:4]1)[CH3:2], predict the reaction product. The product is: [NH2:18][C:16]1[CH:15]=[CH:14][C:7]2[N:8]([CH2:9][C:10]([F:13])([F:12])[F:11])[C@H:3]([CH2:1][CH3:2])[CH2:4][O:5][C:6]=2[CH:17]=1. (7) Given the reactants [N+:1]([O-:4])([O-])=[O:2].[NH4+].[CH2:6]([C:8]1[CH:14]=[CH:13][C:11]([NH2:12])=[CH:10][CH:9]=1)[CH3:7], predict the reaction product. The product is: [CH2:6]([C:8]1[CH:14]=[CH:13][C:11]([NH2:12])=[CH:10][C:9]=1[N+:1]([O-:4])=[O:2])[CH3:7]. (8) The product is: [CH3:1][C:2]1[CH:9]=[C:8]([CH2:10][CH2:11][CH2:12][CH2:13][CH2:14][CH2:15][CH2:16][CH2:17][CH3:18])[CH:7]=[C:4]([CH:5]=[N:25][OH:26])[C:3]=1[OH:19]. Given the reactants [CH3:1][C:2]1[CH:9]=[C:8]([CH2:10][CH2:11][CH2:12][CH2:13][CH2:14][CH2:15][CH2:16][CH2:17][CH3:18])[CH:7]=[C:4]([CH:5]=O)[C:3]=1[OH:19].S(O)(O)(=O)=O.[NH2:25][OH:26].C([O-])(=O)C.[Na+], predict the reaction product.